Dataset: Reaction yield outcomes from USPTO patents with 853,638 reactions. Task: Predict the reaction yield, written as a fraction of the theoretical maximum amount of product (1.0 means a 100% yield; for example, 0.34 means a 34% yield). (1) The reactants are [OH-].[K+].[NH2:3][C:4]1[C:5]2[N:6]([C:10]([C@H:14]3[CH2:19][N:18]4C(=O)[O:21][C@@H:22]([CH3:23])[C@@H:17]4[CH2:16][CH2:15]3)=[N:11][C:12]=2[Br:13])[CH:7]=[CH:8][N:9]=1. The catalyst is CCO. The product is [NH2:3][C:4]1[C:5]2[N:6]([C:10]([C@H:14]3[CH2:19][NH:18][C@H:17]([C@@H:22]([OH:21])[CH3:23])[CH2:16][CH2:15]3)=[N:11][C:12]=2[Br:13])[CH:7]=[CH:8][N:9]=1. The yield is 0.717. (2) No catalyst specified. The product is [N+:38]([C:27]1[CH:28]=[C:29]([O:32][CH2:33][C:34]([F:35])([F:36])[F:37])[CH:30]=[CH:31][C:26]=1[CH2:25][N:9]1[CH2:10][CH2:11][C:12]2[C:17](=[CH:16][CH:15]=[C:14]([CH:18]([NH:20][C:21](=[O:23])[CH3:22])[CH3:19])[CH:13]=2)[CH2:8]1)([O-:40])=[O:39]. The reactants are OC(C(F)(F)F)=O.[CH2:8]1[C:17]2[C:12](=[CH:13][C:14]([CH:18]([NH:20][C:21](=[O:23])[CH3:22])[CH3:19])=[CH:15][CH:16]=2)[CH2:11][CH2:10][NH:9]1.Br[CH2:25][C:26]1[CH:31]=[CH:30][C:29]([O:32][CH2:33][C:34]([F:37])([F:36])[F:35])=[CH:28][C:27]=1[N+:38]([O-:40])=[O:39]. The yield is 0.360.